Dataset: Reaction yield outcomes from USPTO patents with 853,638 reactions. Task: Predict the reaction yield, written as a fraction of the theoretical maximum amount of product (1.0 means a 100% yield; for example, 0.34 means a 34% yield). (1) The reactants are [CH3:1][O:2][C:3]1[CH:8]=[CH:7][C:6]([S:9](Cl)(=[O:11])=[O:10])=[CH:5][CH:4]=1.[CH3:13][N:14]1[CH2:19][CH2:18][CH:17]([C:20]2[C:28]3[C:23](=[CH:24][CH:25]=[C:26]([OH:29])[CH:27]=3)[NH:22][CH:21]=2)[CH2:16][CH2:15]1.[OH-].[Na+]. No catalyst specified. The product is [CH3:13][N:14]1[CH2:19][CH2:18][CH:17]([C:20]2[C:28]3[C:23](=[CH:24][CH:25]=[C:26]([O:29][S:9]([C:6]4[CH:5]=[CH:4][C:3]([O:2][CH3:1])=[CH:8][CH:7]=4)(=[O:11])=[O:10])[CH:27]=3)[NH:22][CH:21]=2)[CH2:16][CH2:15]1. The yield is 0.490. (2) The reactants are Cl[C:2]1[C:11]2[C:6](=[CH:7][CH:8]=[CH:9][CH:10]=2)[N:5]=[C:4]([CH3:12])[N:3]=1.[N+:13]([C:16]1[CH:21]=[CH:20][C:19]([NH:22][CH3:23])=[CH:18][CH:17]=1)([O-:15])=[O:14].[H-].[Na+]. The catalyst is CN(C)C=O. The product is [CH3:12][C:4]1[N:3]=[C:2]([N:22]([C:19]2[CH:18]=[CH:17][C:16]([N+:13]([O-:15])=[O:14])=[CH:21][CH:20]=2)[CH3:23])[C:11]2[C:6](=[CH:7][CH:8]=[CH:9][CH:10]=2)[N:5]=1. The yield is 0.670. (3) The reactants are C(OC(=O)[NH:7][C:8]1[CH:13]=[CH:12][CH:11]=[C:10]([C:14]2[O:15][C:16]([N:21]3[CH2:26][CH2:25][O:24][CH2:23][CH2:22]3)=[CH:17][C:18](=[O:20])[CH:19]=2)[CH:9]=1)(C)(C)C. The catalyst is FC(F)(F)C(O)=O.ClCCl. The product is [NH2:7][C:8]1[CH:9]=[C:10]([C:14]2[O:15][C:16]([N:21]3[CH2:26][CH2:25][O:24][CH2:23][CH2:22]3)=[CH:17][C:18](=[O:20])[CH:19]=2)[CH:11]=[CH:12][CH:13]=1. The yield is 0.850. (4) The reactants are C([CH:9]1[CH2:15][CH2:14][O:13][C:12]2[CH:16]=[C:17]([N:20]3[CH2:24][C@H:23]([CH2:25][NH:26][C:27](=[O:29])[CH3:28])[O:22][C:21]3=[O:30])[CH:18]=[CH:19][C:11]=2[C:10]1=[O:31])(=O)C1C=CC=CC=1.C(O)(=O)C.C1C=C[NH+]=CC=1.[Br:42][Br-]Br. The catalyst is ClCCl. The product is [Br:42][CH:9]1[CH2:15][CH2:14][O:13][C:12]2[CH:16]=[C:17]([N:20]3[CH2:24][C@H:23]([CH2:25][NH:26][C:27](=[O:29])[CH3:28])[O:22][C:21]3=[O:30])[CH:18]=[CH:19][C:11]=2[C:10]1=[O:31]. The yield is 1.00. (5) The reactants are [C:1]([O:5][C:6]([N:8]1[CH2:13][CH2:12][CH:11]([CH2:14][O:15]S(C2C=CC(C)=CC=2)(=O)=O)[CH2:10][CH2:9]1)=[O:7])([CH3:4])([CH3:3])[CH3:2].O[C:27]1[CH:37]=[CH:36][C:30]([C:31]([O:33][CH2:34][CH3:35])=[O:32])=[CH:29][C:28]=1[O:38][CH3:39].C(=O)([O-])[O-].[K+].[K+]. The catalyst is CN(C=O)C. The product is [C:1]([O:5][C:6]([N:8]1[CH2:9][CH2:10][CH:11]([CH2:14][O:15][C:27]2[CH:37]=[CH:36][C:30]([C:31]([O:33][CH2:34][CH3:35])=[O:32])=[CH:29][C:28]=2[O:38][CH3:39])[CH2:12][CH2:13]1)=[O:7])([CH3:2])([CH3:3])[CH3:4]. The yield is 0.890. (6) The reactants are [CH2:1]([C:9]1([CH2:24][CH2:25][CH2:26][CH2:27][CH2:28][CH2:29][CH2:30][CH3:31])[C:21]2[CH:20]=[C:19](CO)[CH:18]=[CH:17][C:16]=2[C:15]2[C:10]1=[CH:11][CH:12]=[CH:13][CH:14]=2)[CH2:2][CH2:3][CH2:4][CH2:5][CH2:6][CH2:7][CH3:8].S(Cl)(Cl)=O.[Cl:36][CH2:37]Cl. No catalyst specified. The product is [Cl:36][CH2:37][C:19]1[CH:18]=[CH:17][C:16]2[C:15]3[C:10](=[CH:11][CH:12]=[CH:13][CH:14]=3)[C:9]([CH2:24][CH2:25][CH2:26][CH2:27][CH2:28][CH2:29][CH2:30][CH3:31])([CH2:1][CH2:2][CH2:3][CH2:4][CH2:5][CH2:6][CH2:7][CH3:8])[C:21]=2[CH:20]=1. The yield is 0.850. (7) The product is [OH:23][C:24]1[CH:25]=[CH:26][C:27]([N:30]2[C:31]([CH3:34])([CH3:35])[C:32](=[NH:33])[N:8]([C:11]3[CH:18]=[CH:17][C:14]([C:15]#[N:16])=[C:13]([C:19]([F:20])([F:22])[F:21])[CH:12]=3)[C:9]2=[S:10])=[CH:28][CH:29]=1. The catalyst is C1COCC1. The reactants are C(N(CC)CC)C.[N:8]([C:11]1[CH:18]=[CH:17][C:14]([C:15]#[N:16])=[C:13]([C:19]([F:22])([F:21])[F:20])[CH:12]=1)=[C:9]=[S:10].[OH:23][C:24]1[CH:29]=[CH:28][C:27]([NH:30][C:31]([CH3:35])([CH3:34])[C:32]#[N:33])=[CH:26][CH:25]=1.ClCCl.CC(C)=O. The yield is 0.340. (8) The reactants are [F:1][C:2]1[CH:3]=[CH:4][C:5]([OH:27])=[C:6]([C@H:8]2[CH2:12][CH2:11][CH2:10][N:9]2[C:13]2[CH:18]=[CH:17][N:16]3[N:19]=[CH:20][C:21]([C:22]([O:24][CH2:25][CH3:26])=[O:23])=[C:15]3[N:14]=2)[CH:7]=1.Br[CH2:29][CH2:30][CH2:31][N:32]1[C:40](=[O:41])[C:39]2[C:34](=[CH:35][CH:36]=[CH:37][CH:38]=2)[C:33]1=[O:42].C([O-])([O-])=O.[K+].[K+]. The catalyst is CN(C=O)C. The product is [O:42]=[C:33]1[C:34]2[C:39](=[CH:38][CH:37]=[CH:36][CH:35]=2)[C:40](=[O:41])[N:32]1[CH2:31][CH2:30][CH2:29][O:27][C:5]1[CH:4]=[CH:3][C:2]([F:1])=[CH:7][C:6]=1[C@H:8]1[CH2:12][CH2:11][CH2:10][N:9]1[C:13]1[CH:18]=[CH:17][N:16]2[N:19]=[CH:20][C:21]([C:22]([O:24][CH2:25][CH3:26])=[O:23])=[C:15]2[N:14]=1. The yield is 0.480. (9) The reactants are C(O[CH:5]1[C:21]2=[N:22][CH:23]=[CH:24][CH:25]=[C:20]2[C:7]2([CH2:12][CH2:11][N:10]([CH2:13][C:14]3[CH:19]=[CH:18][CH:17]=[CH:16][CH:15]=3)[CH2:9][CH2:8]2)[O:6]1)(=O)C.C([SiH](CC)CC)C.B(F)(F)F.CCOCC. The catalyst is ClCCl. The product is [CH2:13]([N:10]1[CH2:11][CH2:12][C:7]2([C:20]3[C:21](=[N:22][CH:23]=[CH:24][CH:25]=3)[CH2:5][O:6]2)[CH2:8][CH2:9]1)[C:14]1[CH:15]=[CH:16][CH:17]=[CH:18][CH:19]=1. The yield is 0.890. (10) The product is [NH2:1][C:2]1[N:3]=[C:4]([CH3:24])[C:5]2[CH:11]=[C:10]([C:36]3[CH:35]=[N:34][C:33]([O:32][CH3:31])=[CH:38][CH:37]=3)[C:9](=[O:13])[N:8]([C@H:14]3[CH2:19][CH2:18][C@@H:17]([O:20][CH2:21][CH2:22][OH:23])[CH2:16][CH2:15]3)[C:6]=2[N:7]=1. The catalyst is [Pd](Cl)Cl. The yield is 0.930. The reactants are [NH2:1][C:2]1[N:3]=[C:4]([CH3:24])[C:5]2[CH:11]=[C:10](Br)[C:9](=[O:13])[N:8]([C@H:14]3[CH2:19][CH2:18][C@@H:17]([O:20][CH2:21][CH2:22][OH:23])[CH2:16][CH2:15]3)[C:6]=2[N:7]=1.C(=O)([O-])[O-].[K+].[K+].[CH3:31][O:32][C:33]1[CH:38]=[CH:37][C:36](B(O)O)=[CH:35][N:34]=1.